From a dataset of Catalyst prediction with 721,799 reactions and 888 catalyst types from USPTO. Predict which catalyst facilitates the given reaction. (1) Reactant: [CH2:1]([O:8][C:9](=[O:21])[CH2:10][N:11]1[C:15]2[CH:16]=[CH:17][CH:18]=[CH:19][C:14]=2[NH:13][C:12]1=[O:20])[C:2]1[CH:7]=[CH:6][CH:5]=[CH:4][CH:3]=1.[H-].[Na+].[CH2:24](I)[CH3:25]. Product: [CH2:1]([O:8][C:9](=[O:21])[CH2:10][N:11]1[C:15]2[CH:16]=[CH:17][CH:18]=[CH:19][C:14]=2[N:13]([CH2:24][CH3:25])[C:12]1=[O:20])[C:2]1[CH:7]=[CH:6][CH:5]=[CH:4][CH:3]=1. The catalyst class is: 39. (2) The catalyst class is: 52. Product: [NH2:19][C@H:17]([C:16]1[N:4]([CH:1]2[CH2:3][CH2:2]2)[C:5]2[C:10]([C:11]([NH:12][CH3:13])=[O:14])=[CH:9][CH:8]=[CH:7][C:6]=2[N:15]=1)[CH3:18]. Reactant: [CH:1]1([NH:4][C:5]2[C:10]([C:11](=[O:14])[NH:12][CH3:13])=[CH:9][CH:8]=[CH:7][C:6]=2[NH:15][C:16](=O)[C@@H:17]([NH:19]C(=O)OC(C)(C)C)[CH3:18])[CH2:3][CH2:2]1.